From a dataset of Reaction yield outcomes from USPTO patents with 853,638 reactions. Predict the reaction yield, written as a fraction of the theoretical maximum amount of product (1.0 means a 100% yield; for example, 0.34 means a 34% yield). (1) The reactants are [Cl:1][C:2]1[CH:7]=[CH:6][C:5]([O:8][C:9]2[CH:14]=[CH:13][C:12]([N+:15]([O-])=O)=[CH:11][C:10]=2[O:18][CH3:19])=[CH:4][C:3]=1[Cl:20].[Cl-].[NH4+]. The catalyst is [Fe]. The product is [Cl:20][C:3]1[CH:4]=[C:5]([CH:6]=[CH:7][C:2]=1[Cl:1])[O:8][C:9]1[CH:14]=[CH:13][C:12]([NH2:15])=[CH:11][C:10]=1[O:18][CH3:19]. The yield is 0.740. (2) The reactants are CS[C:3](SC)(SC)[CH:4]([C:6]1[CH:11]=[CH:10][CH:9]=[CH:8][C:7]=1[C:12]1[CH:32]=[CH:31][C:15]2[NH:16][C:17]([CH2:19][O:20][C:21]3[CH:26]=[CH:25][C:24]([C:27]([F:30])([F:29])[F:28])=[CH:23][CH:22]=3)=[N:18][C:14]=2[CH:13]=1)[OH:5].[CH3:37][OH:38].[OH2:39]. No catalyst specified. The product is [CH3:37][O:38][C:3](=[O:39])[CH:4]([OH:5])[C:6]1[CH:11]=[CH:10][CH:9]=[CH:8][C:7]=1[C:12]1[CH:32]=[CH:31][C:15]2[NH:16][C:17]([CH2:19][O:20][C:21]3[CH:26]=[CH:25][C:24]([C:27]([F:30])([F:29])[F:28])=[CH:23][CH:22]=3)=[N:18][C:14]=2[CH:13]=1. The yield is 0.780. (3) The reactants are [NH2:1][C:2]1[CH:7]=[CH:6][C:5]([N:8]2[CH2:12][CH:11]([CH2:13][NH:14][C:15](=[O:18])[O:16][CH3:17])[O:10][C:9]2=[O:19])=[CH:4][C:3]=1[F:20].[Na].[N-:22]=[N+:23]=[N-].[Na+].C([O-])(=O)C.[Na+]. The catalyst is Cl.O. The product is [N:1]([C:2]1[CH:7]=[CH:6][C:5]([N:8]2[CH2:12][CH:11]([CH2:13][NH:14][C:15](=[O:18])[O:16][CH3:17])[O:10][C:9]2=[O:19])=[CH:4][C:3]=1[F:20])=[N+:22]=[N-:23]. The yield is 0.570. (4) The reactants are [C:1]([NH:4][C:5]1[CH:10]=[CH:9][C:8]([SH:11])=[CH:7][CH:6]=1)(=[O:3])[CH3:2].[Li]CCCC.Br[CH2:18][CH2:19][C:20]1[O:21][C:22]([CH3:25])=[CH:23][CH:24]=1. The catalyst is C1COCC1. The product is [CH3:25][C:22]1[O:21][C:20]([CH2:19][CH2:18][S:11][C:8]2[CH:9]=[CH:10][C:5]([NH:4][C:1](=[O:3])[CH3:2])=[CH:6][CH:7]=2)=[CH:24][CH:23]=1. The yield is 0.880. (5) The reactants are [CH2:1]([OH:4])[CH2:2][OH:3].[Cl:5][C:6]1[N:7]=[C:8]([N:21]2[CH2:25][CH2:24][C:23](=O)[CH2:22]2)[C:9]2[CH2:14][CH2:13][CH:12]([C:15]3[CH:20]=[CH:19][CH:18]=[CH:17][CH:16]=3)[C:10]=2[N:11]=1.CC1C=CC(S(O)(=O)=O)=CC=1.O. The catalyst is C1C=CC=CC=1. The product is [Cl:5][C:6]1[N:7]=[C:8]([N:21]2[CH2:25][CH2:24][C:23]3([O:4][CH2:1][CH2:2][O:3]3)[CH2:22]2)[C:9]2[CH2:14][CH2:13][CH:12]([C:15]3[CH:20]=[CH:19][CH:18]=[CH:17][CH:16]=3)[C:10]=2[N:11]=1. The yield is 0.159. (6) The reactants are II.C([Si](C)(C)[O:8][CH2:9][C:10]1[CH:15]=[CH:14][C:13]([C:16]2([C:19]([F:22])([F:21])[F:20])[NH:18][NH:17]2)=[CH:12][CH:11]=1)(C)(C)C.C(O)(=O)CC(CC(O)=O)(C(O)=O)O.Cl.O1CCOCC1. The catalyst is CO.CCN(CC)CC. The product is [F:22][C:19]([F:20])([F:21])[C:16]1([C:13]2[CH:12]=[CH:11][C:10]([CH2:9][OH:8])=[CH:15][CH:14]=2)[N:17]=[N:18]1. The yield is 0.780.